Dataset: Reaction yield outcomes from USPTO patents with 853,638 reactions. Task: Predict the reaction yield, written as a fraction of the theoretical maximum amount of product (1.0 means a 100% yield; for example, 0.34 means a 34% yield). (1) The reactants are [N:1]12[CH2:8][CH2:7][C:4]([C:9]([C:17]3[CH:22]=[CH:21][CH:20]=[CH:19][CH:18]=3)([C:11]3[CH:16]=[CH:15][CH:14]=[CH:13][CH:12]=3)[OH:10])([CH2:5][CH2:6]1)[CH2:3][CH2:2]2.[N+:23]([C:26]1[CH:31]=[CH:30][C:29]([O:32][CH2:33][CH2:34][CH2:35][Br:36])=[CH:28][CH:27]=1)([O-:25])=[O:24]. The catalyst is CC#N. The product is [Br-:36].[OH:10][C:9]([C:17]1[CH:22]=[CH:21][CH:20]=[CH:19][CH:18]=1)([C:11]1[CH:12]=[CH:13][CH:14]=[CH:15][CH:16]=1)[C:4]12[CH2:5][CH2:6][N+:1]([CH2:35][CH2:34][CH2:33][O:32][C:29]3[CH:30]=[CH:31][C:26]([N+:23]([O-:25])=[O:24])=[CH:27][CH:28]=3)([CH2:2][CH2:3]1)[CH2:8][CH2:7]2. The yield is 0.670. (2) The reactants are [CH3:1][C:2]1[CH:3]=[CH:4][C:5]([S:9][C:10]2[CH:11]=[CH:12][CH:13]=[CH:14][C:15]=2[N:16]2[CH2:21][CH2:20][NH:19][CH2:18][CH2:17]2)=[C:6]([CH3:8])[CH:7]=1.[BrH:22]. The catalyst is C(OCC)(=O)C. The product is [CH3:1][C:2]1[CH:3]=[CH:4][C:5]([S:9][C:10]2[CH:11]=[CH:12][CH:13]=[CH:14][C:15]=2[N:16]2[CH2:17][CH2:18][NH:19][CH2:20][CH2:21]2)=[C:6]([CH3:8])[CH:7]=1.[BrH:22]. The yield is 0.315. (3) The reactants are [S:1]1[CH:5]=[CH:4][CH:3]=[C:2]1[CH2:6][NH:7][C:8](=[O:19])OC1C=CC([N+]([O-])=O)=CC=1.[CH3:20][N:21]([CH2:23][C:24]([O:26][CH2:27][CH3:28])=[O:25])[NH2:22].C(N(CC)CC)C. The catalyst is ClCCl.C(OCC)(=O)C. The product is [CH3:20][N:21]([CH2:23][C:24]([O:26][CH2:27][CH3:28])=[O:25])[NH:22][C:8](=[O:19])[NH:7][CH2:6][C:2]1[S:1][CH:5]=[CH:4][CH:3]=1. The yield is 0.450. (4) The reactants are [Br-].[C:2]([O:6][C:7]([N:9]1[C:17]2[CH:16]=[CH:15][N+:14]([CH:18]([C:26]3[CH:31]=[CH:30][CH:29]=[CH:28][C:27]=3[Cl:32])[CH2:19][CH2:20][CH2:21][CH2:22][CH:23]([CH3:25])[CH3:24])=[CH:13][C:12]=2[CH:11]=[CH:10]1)=[O:8])([CH3:5])([CH3:4])[CH3:3].[BH4-].[Na+]. The catalyst is CCO. The product is [C:2]([O:6][C:7]([N:9]1[C:17]2[CH2:16][CH2:15][N:14]([CH:18]([C:26]3[CH:31]=[CH:30][CH:29]=[CH:28][C:27]=3[Cl:32])[CH2:19][CH2:20][CH2:21][CH2:22][C:23]([C:7]([O:6][CH2:2][CH3:3])=[O:8])([CH3:24])[CH3:25])[CH2:13][C:12]=2[CH:11]=[CH:10]1)=[O:8])([CH3:4])([CH3:5])[CH3:3]. The yield is 0.609. (5) The reactants are Br[C:2]1[S:3][C:4]2[CH:10]=[C:9]([C:11]([O:13][CH2:14][CH3:15])=[O:12])[CH:8]=[CH:7][C:5]=2[N:6]=1.[CH3:16][S-:17].[Na+]. The catalyst is C1COCC1.CCOCC. The product is [CH3:16][S:17][C:2]1[S:3][C:4]2[CH:10]=[C:9]([C:11]([O:13][CH2:14][CH3:15])=[O:12])[CH:8]=[CH:7][C:5]=2[N:6]=1. The yield is 0.980.